Task: Predict which catalyst facilitates the given reaction.. Dataset: Catalyst prediction with 721,799 reactions and 888 catalyst types from USPTO Reactant: [C:1]([C:3]1[CH:4]=[C:5]([C:9]2[CH:10]=[C:11]3[C:15](=[CH:16][CH:17]=2)[NH:14][C:13]2[C:18]([CH3:22])=[N:19][CH:20]=[CH:21][C:12]3=2)[CH:6]=[CH:7][CH:8]=1)#[N:2].[BH4-].[Na+].O.Cl. Product: [NH2:2][CH2:1][C:3]1[CH:4]=[C:5]([C:9]2[CH:10]=[C:11]3[C:15](=[CH:16][CH:17]=2)[NH:14][C:13]2[C:18]([CH3:22])=[N:19][CH:20]=[CH:21][C:12]3=2)[CH:6]=[CH:7][CH:8]=1. The catalyst class is: 5.